Dataset: Full USPTO retrosynthesis dataset with 1.9M reactions from patents (1976-2016). Task: Predict the reactants needed to synthesize the given product. Given the product [Cl:2][C:3]1[CH:8]=[CH:7][CH:6]=[CH:5][C:4]=1[CH:9]([NH:14][C:16]([NH2:17])=[O:15])[CH2:10][N+:11]([O-:13])=[O:12], predict the reactants needed to synthesize it. The reactants are: Cl.[Cl:2][C:3]1[CH:8]=[CH:7][CH:6]=[CH:5][C:4]=1[CH:9]([NH2:14])[CH2:10][N+:11]([O-:13])=[O:12].[O-:15][C:16]#[N:17].[K+].